Binary Classification. Given a drug SMILES string, predict its activity (active/inactive) in a high-throughput screening assay against a specified biological target. From a dataset of KCNQ2 potassium channel screen with 302,405 compounds. (1) The drug is OC(=O)c1c2c(n(nc2C)c2ncccc2)nc(c1)c1ccc(OC)cc1. The result is 0 (inactive). (2) The molecule is s1c(c2n(c3c(n2)cccc3)CC#C)ccc1. The result is 0 (inactive). (3) The molecule is S(c1n(nnn1)Cc1ccccc1)CC(=O)Nc1cc(ccc1OC)C. The result is 0 (inactive).